Dataset: Catalyst prediction with 721,799 reactions and 888 catalyst types from USPTO. Task: Predict which catalyst facilitates the given reaction. (1) Reactant: F[C:2]1[C:3]([N+:8]([O-:10])=[O:9])=[N:4][CH:5]=[CH:6][CH:7]=1.[OH:11][CH2:12][C:13]1([NH:19][C:20](=[O:26])[O:21][C:22]([CH3:25])([CH3:24])[CH3:23])[CH2:18][CH2:17][NH:16][CH2:15][CH2:14]1.C(N(C(C)C)C(C)C)C. Product: [OH:11][CH2:12][C:13]1([NH:19][C:20](=[O:26])[O:21][C:22]([CH3:24])([CH3:23])[CH3:25])[CH2:14][CH2:15][N:16]([C:2]2[C:3]([N+:8]([O-:10])=[O:9])=[N:4][CH:5]=[CH:6][CH:7]=2)[CH2:17][CH2:18]1. The catalyst class is: 1. (2) Reactant: Cl[C:2]1[N:7]=[CH:6][N:5]=[C:4]([O:8][C:9]2[CH:14]=[CH:13][C:12]([NH:15][C:16]([NH:18][C:19]3[CH:24]=[CH:23][C:22]([CH3:25])=[CH:21][CH:20]=3)=[O:17])=[CH:11][CH:10]=2)[CH:3]=1.C([Cu])#N.[CH3:29][CH2:30][Mg+].[Br-]. Product: [CH2:29]([C:2]1[N:7]=[CH:6][N:5]=[C:4]([O:8][C:9]2[CH:14]=[CH:13][C:12]([NH:15][C:16]([NH:18][C:19]3[CH:24]=[CH:23][C:22]([CH3:25])=[CH:21][CH:20]=3)=[O:17])=[CH:11][CH:10]=2)[CH:3]=1)[CH3:30]. The catalyst class is: 1. (3) Reactant: [OH:1][C:2]1[CH:10]=[CH:9][CH:8]=[CH:7][C:3]=1[C:4]([OH:6])=O.[F:11][C:12]1[CH:13]=[N:14][C:15]([O:27][C:28]2[CH:33]=[CH:32][CH:31]=[C:30]([S:34][CH3:35])[CH:29]=2)=[C:16]([CH:26]=1)[C:17]([NH:19][CH:20]1[CH2:25][CH2:24][NH:23][CH2:22][CH2:21]1)=[O:18].ON1C2C=CC=CC=2N=N1.CN1CCOCC1.Cl.CN(C)CCCN=C=NCC. Product: [F:11][C:12]1[CH:13]=[N:14][C:15]([O:27][C:28]2[CH:33]=[CH:32][CH:31]=[C:30]([S:34][CH3:35])[CH:29]=2)=[C:16]([CH:26]=1)[C:17]([NH:19][CH:20]1[CH2:21][CH2:22][N:23]([C:4](=[O:6])[C:3]2[CH:7]=[CH:8][CH:9]=[CH:10][C:2]=2[OH:1])[CH2:24][CH2:25]1)=[O:18]. The catalyst class is: 4. (4) Reactant: [Na].[C:2]([O:10][CH2:11][CH3:12])(=[O:9])[CH2:3][C:4]([O:6][CH2:7][CH3:8])=[O:5].Cl[CH2:14][CH2:15][CH2:16][CH2:17][CH2:18][CH2:19][O:20][CH:21]1[CH2:26][CH2:25][CH2:24][CH2:23][O:22]1.CCOCC. Product: [CH2:11]([O:10][C:2](=[O:9])[CH:3]([CH2:14][CH2:15][CH2:16][CH2:17][CH2:18][CH2:19][O:20][CH:21]1[CH2:26][CH2:25][CH2:24][CH2:23][O:22]1)[C:4]([O:6][CH2:7][CH3:8])=[O:5])[CH3:12]. The catalyst class is: 8. (5) Reactant: [Br:1][C:2]1[CH:3]=[C:4]([CH2:9][C:10]([CH3:12])=[O:11])[CH:5]=[CH:6][C:7]=1[OH:8].C(=O)([O-])[O-].[K+].[K+].[CH2:19](Br)[C:20]1[CH:25]=[CH:24][CH:23]=[CH:22][CH:21]=1.O. Product: [CH2:19]([O:8][C:7]1[CH:6]=[CH:5][C:4]([CH2:9][C:10]([CH3:12])=[O:11])=[CH:3][C:2]=1[Br:1])[C:20]1[CH:25]=[CH:24][CH:23]=[CH:22][CH:21]=1. The catalyst class is: 3. (6) Reactant: [Cl:1][C:2]1[CH:3]=[C:4]([CH:9]=[C:10]([Cl:13])[C:11]=1[OH:12])[C:5]([O:7][CH3:8])=[O:6].[C:14]([O:18][C:19]([N:21]1[CH2:27][CH2:26][CH2:25][C@H:22]1[CH2:23]O)=[O:20])([CH3:17])([CH3:16])[CH3:15].C1C=CC(P(C2C=CC=CC=2)C2C=CC=CC=2)=CC=1.CC(OC(/N=N/C(OC(C)C)=O)=O)C. Product: [C:14]([O:18][C:19]([N:21]1[CH2:27][CH2:26][CH2:25][CH:22]1[CH2:23][O:12][C:11]1[C:2]([Cl:1])=[CH:3][C:4]([C:5]([O:7][CH3:8])=[O:6])=[CH:9][C:10]=1[Cl:13])=[O:20])([CH3:17])([CH3:15])[CH3:16]. The catalyst class is: 1. (7) Reactant: ClS(O)(=O)=O.CO[CH:8](OC)[CH2:9][NH:10][CH:11]([C:13]1[CH:18]=[CH:17][CH:16]=[CH:15][CH:14]=1)[CH3:12].C(=O)([O-])[O-].[K+].[K+]. Product: [CH3:12][C:11]1[C:13]2[C:18](=[CH:17][CH:16]=[CH:15][CH:14]=2)[CH:8]=[CH:9][N:10]=1. The catalyst class is: 13.